This data is from Full USPTO retrosynthesis dataset with 1.9M reactions from patents (1976-2016). The task is: Predict the reactants needed to synthesize the given product. (1) Given the product [F:1][C:2]1([F:18])[CH2:7][CH2:6][C:5](/[C:15](=[N:19]\[OH:20])/[CH3:16])([C:8]2[CH:9]=[N:10][C:11]([CH3:14])=[N:12][CH:13]=2)[CH2:4][CH2:3]1, predict the reactants needed to synthesize it. The reactants are: [F:1][C:2]1([F:18])[CH2:7][CH2:6][C:5]([C:15](=O)[CH3:16])([C:8]2[CH:9]=[N:10][C:11]([CH3:14])=[N:12][CH:13]=2)[CH2:4][CH2:3]1.[NH2:19][OH:20].Cl.[OH-].[Na+]. (2) Given the product [CH3:24][C:8]1[C:9]([CH2:13][S+:14]([O-:43])[C:15]2[NH:19][C:18]3[CH:20]=[CH:21][CH:22]=[CH:23][C:17]=3[N:16]=2)=[N:10][CH:11]=[CH:12][C:7]=1[O:6][CH2:5][CH2:4][CH2:3][O:2][CH3:1], predict the reactants needed to synthesize it. The reactants are: [CH3:1][O:2][CH2:3][CH2:4][CH2:5][O:6][C:7]1[CH:12]=[CH:11][N:10]=[C:9]([CH2:13][S:14][C:15]2[NH:19][C:18]3[CH:20]=[CH:21][CH:22]=[CH:23][C:17]=3[N:16]=2)[C:8]=1[CH3:24].CC1C([O:43]CC(F)(F)F)=CC=NC=1CSC1NC2C=CC=CC=2N=1. (3) Given the product [C:1]([CH:3]1[CH2:6][N:5]([C:7](=[O:33])[C@H:8]([NH:12][C:13]([C:15]2[C:23]3[C:18](=[N:19][CH:20]=[C:21]([C:38]4[N:39]=[C:35]([CH3:34])[N:36]([C:53]5[CH:58]=[CH:57][CH:56]=[CH:55][CH:54]=5)[CH:37]=4)[N:22]=3)[N:17]([CH2:25][O:26][CH2:27][CH2:28][Si:29]([CH3:32])([CH3:31])[CH3:30])[CH:16]=2)=[O:14])[CH:9]2[CH2:11][CH2:10]2)[CH2:4]1)#[N:2], predict the reactants needed to synthesize it. The reactants are: [C:1]([CH:3]1[CH2:6][N:5]([C:7](=[O:33])[C@H:8]([NH:12][C:13]([C:15]2[C:23]3[C:18](=[N:19][CH:20]=[C:21](Br)[N:22]=3)[N:17]([CH2:25][O:26][CH2:27][CH2:28][Si:29]([CH3:32])([CH3:31])[CH3:30])[CH:16]=2)=[O:14])[CH:9]2[CH2:11][CH2:10]2)[CH2:4]1)#[N:2].[CH3:34][C:35]1[N:36]([C:53]2[CH:58]=[CH:57][CH:56]=[CH:55][CH:54]=2)[CH:37]=[C:38]([Sn](CCCC)(CCCC)CCCC)[N:39]=1.O.C(=O)(O)[O-].[Na+]. (4) The reactants are: C(O)(C(F)(F)F)=O.[CH3:8][O:9][C:10]1[CH:15]=[C:14]([CH3:16])[C:13]([S:17]([N:20]2[C:28]3[C:23](=[CH:24][CH:25]=[CH:26][CH:27]=3)[CH2:22][C@H:21]2[CH2:29][O:30][CH2:31][C:32]([O:34]C(C)(C)C)=[O:33])(=[O:19])=[O:18])=[C:12]([CH3:39])[CH:11]=1. Given the product [CH3:8][O:9][C:10]1[CH:15]=[C:14]([CH3:16])[C:13]([S:17]([N:20]2[C:28]3[C:23](=[CH:24][CH:25]=[CH:26][CH:27]=3)[CH2:22][C@H:21]2[CH2:29][O:30][CH2:31][C:32]([OH:34])=[O:33])(=[O:19])=[O:18])=[C:12]([CH3:39])[CH:11]=1, predict the reactants needed to synthesize it. (5) Given the product [CH2:5]([N:27]1[CH2:26][CH2:25][C:24]2[C:29](=[CH:30][CH:31]=[C:22]([CH2:21][NH:20][C:18]([C:11]3[N:3]([CH3:2])[C:16]4[C:17]([CH:12]=3)=[CH:34][CH:13]=[CH:14][CH:15]=4)=[O:19])[CH:23]=2)[CH2:28]1)[CH3:6], predict the reactants needed to synthesize it. The reactants are: [B-][C:2]#[N:3].[Na+].[CH:5](=O)[CH3:6].CN1[C:17]2[C:12](=[CH:13][CH:14]=[CH:15][CH:16]=2)[C:11]([C:18]([NH:20][CH2:21][C:22]2[CH:23]=[C:24]3[C:29](=[CH:30][CH:31]=2)[CH2:28][NH:27][CH2:26][CH2:25]3)=[O:19])=C1.[OH-].[Na+].[CH3:34]O. (6) Given the product [CH:1]1([C@H:5]([NH:10][C:11]2[N:19]=[C:18]([C:20]([O:22][CH3:23])=[O:21])[N:17]=[C:16]3[C:12]=2[N:13]([CH2:31][C:32]2[CH:33]=[CH:34][C:35]([C:38]([F:39])([F:40])[F:41])=[CH:36][CH:37]=2)[C:14]([C:24]2[CH:29]=[CH:28][CH:27]=[C:26]([CH3:30])[CH:25]=2)=[N:15]3)[CH2:6][CH2:7][C:8]([OH:56])=[O:9])[CH2:4][CH2:3][CH2:2]1, predict the reactants needed to synthesize it. The reactants are: [CH:1]1([C@H:5]([NH:10][C:11]2[N:19]=[C:18]([C:20]([O:22][CH3:23])=[O:21])[N:17]=[C:16]3[C:12]=2[N:13]([CH2:31][C:32]2[CH:37]=[CH:36][C:35]([C:38]([F:41])([F:40])[F:39])=[CH:34][CH:33]=2)[C:14]([C:24]2[CH:29]=[CH:28][CH:27]=[C:26]([CH3:30])[CH:25]=2)=[N:15]3)[CH2:6][CH2:7][CH2:8][OH:9])[CH2:4][CH2:3][CH2:2]1.O.CC1(C)N([O])C(C)(C)CCC1.C(OI(C1C=CC=CC=1)OC(=O)C)(=[O:56])C. (7) Given the product [Cl:10][CH2:11][C:12]([NH:5][C:4]1[CH:6]=[CH:7][C:8]([Cl:9])=[C:2]([Cl:1])[CH:3]=1)=[O:13], predict the reactants needed to synthesize it. The reactants are: [Cl:1][C:2]1[CH:3]=[C:4]([CH:6]=[CH:7][C:8]=1[Cl:9])[NH2:5].[Cl:10][CH2:11][C:12](O)=[O:13]. (8) Given the product [Br:1][C:2]1[S:6][C:5]([C:7]([NH2:24])=[O:8])=[C:4]([NH:11][CH2:12][C:13]2[CH:14]=[N:15][CH:16]=[CH:17][CH:18]=2)[CH:3]=1, predict the reactants needed to synthesize it. The reactants are: [Br:1][C:2]1[S:6][C:5]([C:7](OC)=[O:8])=[C:4]([NH:11][CH2:12][C:13]2[CH:14]=[N:15][CH:16]=[CH:17][CH:18]=2)[CH:3]=1.[OH-].[Na+].Cl.C([N:24](CC)CC)C.[Cl-].[NH4+].Cl.C(N=C=NCCCN(C)C)C.ON1C2C=CC=CC=2N=N1. (9) Given the product [F:3][C:4]1([F:21])[CH2:8][CH2:7][CH:6]([C:9](=[O:10])[CH2:11][C:12]([O:13][CH3:14])=[O:20])[CH2:5]1, predict the reactants needed to synthesize it. The reactants are: CO.[F:3][C:4]1([F:21])[CH2:8][CH2:7][CH:6]([C:9]([CH:11]2C(=O)O[C:14](C)(C)[O:13][C:12]2=[O:20])=[O:10])[CH2:5]1. (10) Given the product [CH3:1][O:2][C:3]1[CH:4]=[C:5]2[C:10](=[CH:11][C:12]=1[O:13][CH3:14])[N:9]=[CH:8][CH:7]=[C:6]2[O:15][C:16]1[C:22]([CH3:23])=[CH:21][C:19]([NH:20][C:29](=[O:35])[O:28][CH2:26][CH2:43][N:37]2[CH2:42][CH2:41][CH2:40][CH2:39][CH2:38]2)=[C:18]([CH3:24])[CH:17]=1, predict the reactants needed to synthesize it. The reactants are: [CH3:1][O:2][C:3]1[CH:4]=[C:5]2[C:10](=[CH:11][C:12]=1[O:13][CH3:14])[N:9]=[CH:8][CH:7]=[C:6]2[O:15][C:16]1[C:22]([CH3:23])=[CH:21][C:19]([NH2:20])=[C:18]([CH3:24])[CH:17]=1.Cl[C:26](Cl)([O:28][C:29](=[O:35])OC(Cl)(Cl)Cl)Cl.[N:37]1([CH2:43]CO)[CH2:42][CH2:41][CH2:40][CH2:39][CH2:38]1.C(=O)(O)[O-].[Na+].